Task: Predict which catalyst facilitates the given reaction.. Dataset: Catalyst prediction with 721,799 reactions and 888 catalyst types from USPTO (1) Reactant: [CH2:1]([P:5](Cl)([CH2:7][CH:8]([CH3:10])[CH3:9])=[O:6])[CH:2]([CH3:4])[CH3:3].C(P(=O)CC(C)C)C(C)C.[CH2:22]([Mg]Br)[CH2:23][CH2:24][CH2:25][CH2:26][CH2:27][CH3:28].Cl. Product: [CH2:1]([P:5](=[O:6])([CH2:7][CH:8]([CH3:10])[CH3:9])[CH2:22][CH2:23][CH2:24][CH2:25][CH2:26][CH2:27][CH3:28])[CH:2]([CH3:4])[CH3:3]. The catalyst class is: 7. (2) Reactant: [C:1]([CH2:3][C@H:4]([N:6]1[CH2:11][CH2:10][CH:9]([N:12]([C:22]2[CH:23]=[N:24][C:25]([C:28]([F:31])([F:30])[F:29])=[CH:26][CH:27]=2)[C:13](=O)[C:14]2[C:19]([CH3:20])=[CH:18][CH:17]=[N:16][CH:15]=2)[CH2:8][CH2:7]1)[CH3:5])#[N:2].B.C1COCC1. Product: [NH2:2][CH2:1][CH2:3][C@H:4]([N:6]1[CH2:11][CH2:10][CH:9]([N:12]([CH2:13][C:14]2[CH:15]=[N:16][CH:17]=[CH:18][C:19]=2[CH3:20])[C:22]2[CH:23]=[N:24][C:25]([C:28]([F:31])([F:30])[F:29])=[CH:26][CH:27]=2)[CH2:8][CH2:7]1)[CH3:5]. The catalyst class is: 1. (3) Reactant: [O:1]1[CH:5]=[CH:4][CH:3]=[C:2]1[C:6]1[NH:10][C:9]2[C:11]([OH:30])=[CH:12][CH:13]=[C:14]([C:15]([NH:17][CH2:18][CH2:19][NH:20][C:21]3[CH:26]=[CH:25][C:24]([N+:27]([O-])=O)=[CH:23][N:22]=3)=[O:16])[C:8]=2[N:7]=1.[ClH:31]. Product: [ClH:31].[NH2:27][C:24]1[CH:25]=[CH:26][C:21]([NH:20][CH2:19][CH2:18][NH:17][C:15]([C:14]2[C:8]3[N:7]=[C:6]([C:2]4[O:1][CH:5]=[CH:4][CH:3]=4)[NH:10][C:9]=3[C:11]([OH:30])=[CH:12][CH:13]=2)=[O:16])=[N:22][CH:23]=1. The catalyst class is: 186. (4) Reactant: [C:1]1([S:7][CH2:8][C:9]([OH:11])=O)[CH:6]=[CH:5][CH:4]=[CH:3][CH:2]=1.[C:12]1([CH3:24])[CH:17]=[CH:16][CH:15]=[CH:14][C:13]=1[N:18]1[CH2:23][CH2:22][NH:21][CH2:20][CH2:19]1.CCN(CC)CC.C(P1(=O)OP(CCC)(=O)OP(CCC)(=O)O1)CC. Product: [C:1]1([S:7][CH2:8][C:9]([N:21]2[CH2:22][CH2:23][N:18]([C:13]3[CH:14]=[CH:15][CH:16]=[CH:17][C:12]=3[CH3:24])[CH2:19][CH2:20]2)=[O:11])[CH:2]=[CH:3][CH:4]=[CH:5][CH:6]=1. The catalyst class is: 2. (5) Reactant: Br[C:2]1[CH:3]=[CH:4][C:5]([C@H:8]([NH:10][C:11](=[O:22])[CH2:12][C:13]2[CH:18]=[CH:17][C:16]([CH:19]([CH3:21])[CH3:20])=[CH:15][CH:14]=2)[CH3:9])=[N:6][CH:7]=1.[F:23][C:24]([F:28])([F:27])[CH2:25][NH2:26].CC([O-])(C)C.[Na+].C1(P(C2C=CC=CC=2)C2C=CC3C(=CC=CC=3)C=2C2C3C(=CC=CC=3)C=CC=2P(C2C=CC=CC=2)C2C=CC=CC=2)C=CC=CC=1. Product: [CH:19]([C:16]1[CH:17]=[CH:18][C:13]([CH2:12][C:11]([NH:10][C@@H:8]([C:5]2[CH:4]=[CH:3][C:2]([NH:26][CH2:25][C:24]([F:28])([F:27])[F:23])=[CH:7][N:6]=2)[CH3:9])=[O:22])=[CH:14][CH:15]=1)([CH3:21])[CH3:20]. The catalyst class is: 187. (6) The catalyst class is: 18. Product: [F:1][C:2]1[CH:3]=[C:4]([C:13]2[N:18]=[C:17]([N:19]3[CH2:23][C@@H:22]([CH3:24])[CH2:21][C:20]3([CH3:26])[CH3:25])[C:16]([C:27]([NH2:32])=[O:29])=[CH:15][CH:14]=2)[CH:5]=[C:6]([O:8][CH2:9][CH:10]([CH3:12])[CH3:11])[CH:7]=1. Reactant: [F:1][C:2]1[CH:3]=[C:4]([C:13]2[N:18]=[C:17]([N:19]3[CH2:23][C@@H:22]([CH3:24])[CH2:21][C:20]3([CH3:26])[CH3:25])[C:16]([C:27]([OH:29])=O)=[CH:15][CH:14]=2)[CH:5]=[C:6]([O:8][CH2:9][CH:10]([CH3:12])[CH3:11])[CH:7]=1.C1N=C[N:32](C(N2C=NC=C2)=O)C=1.[OH-].[NH4+].